This data is from NCI-60 drug combinations with 297,098 pairs across 59 cell lines. The task is: Regression. Given two drug SMILES strings and cell line genomic features, predict the synergy score measuring deviation from expected non-interaction effect. (1) Drug 1: C1CC(C1)(C2=CC=C(C=C2)C3=C(C=C4C(=N3)C=CN5C4=NNC5=O)C6=CC=CC=C6)N. Drug 2: CCC1=C2N=C(C=C(N2N=C1)NCC3=C[N+](=CC=C3)[O-])N4CCCCC4CCO. Cell line: OVCAR3. Synergy scores: CSS=67.1, Synergy_ZIP=0.435, Synergy_Bliss=0.126, Synergy_Loewe=0.343, Synergy_HSA=5.35. (2) Drug 1: CC1C(C(CC(O1)OC2CC(CC3=C2C(=C4C(=C3O)C(=O)C5=C(C4=O)C(=CC=C5)OC)O)(C(=O)CO)O)N)O.Cl. Drug 2: CC(C)NC(=O)C1=CC=C(C=C1)CNNC.Cl. Cell line: MDA-MB-435. Synergy scores: CSS=-7.21, Synergy_ZIP=1.75, Synergy_Bliss=1.07, Synergy_Loewe=-1.95, Synergy_HSA=-1.68.